This data is from CYP1A2 inhibition data for predicting drug metabolism from PubChem BioAssay. The task is: Regression/Classification. Given a drug SMILES string, predict its absorption, distribution, metabolism, or excretion properties. Task type varies by dataset: regression for continuous measurements (e.g., permeability, clearance, half-life) or binary classification for categorical outcomes (e.g., BBB penetration, CYP inhibition). Dataset: cyp1a2_veith. (1) The drug is COc1ccc([C@@H](Nc2ccccn2)c2cc(C(C)(C)C)cc(C(C)(C)C)c2O)cc1. The result is 0 (non-inhibitor). (2) The compound is C[C@H](N)C1CCC(C(=O)Nc2ccncc2)CC1. The result is 0 (non-inhibitor). (3) The drug is C[C@@]12CCC(=O)C=C1CC[C@@H]1[C@@H]2C(=O)C[C@]2(C)[C@@H]1CC[C@]2(O)C(=O)CO. The result is 0 (non-inhibitor).